The task is: Binary Classification. Given a drug SMILES string, predict its activity (active/inactive) in a high-throughput screening assay against a specified biological target.. This data is from KCNQ2 potassium channel screen with 302,405 compounds. (1) The drug is O1CCN(CC1)c1nc2c(c(c1)C)cc(NC(=O)CCC(=O)NC(CC)C)cc2. The result is 0 (inactive). (2) The result is 0 (inactive). The molecule is S(=O)(=O)(N1CCN(CC1)Cc1cc2OCOc2cc1)c1cc2CCC(=O)Nc2cc1.